Task: Predict the reactants needed to synthesize the given product.. Dataset: Full USPTO retrosynthesis dataset with 1.9M reactions from patents (1976-2016) Given the product [C@@H:17]1([NH:21][C:11](=[O:13])[CH2:10][O:9][C:8]2[CH:7]=[C:6]([CH:16]=[CH:15][CH:14]=2)[C:4]([OH:3])=[O:5])[CH2:19][C@@H:18]1[NH:20][C:11](=[O:13])[CH2:10][O:9][C:8]1[CH:7]=[C:6]([CH:16]=[CH:15][CH:14]=1)[C:4]([OH:5])=[O:3], predict the reactants needed to synthesize it. The reactants are: C([O:3][C:4]([C:6]1[CH:7]=[C:8]([CH:14]=[CH:15][CH:16]=1)[O:9][CH2:10][C:11]([OH:13])=O)=[O:5])C.[C@@H:17]1([NH2:21])[CH2:19][C@@H:18]1[NH2:20].